This data is from Full USPTO retrosynthesis dataset with 1.9M reactions from patents (1976-2016). The task is: Predict the reactants needed to synthesize the given product. (1) Given the product [F:26][C:20]1[CH:21]=[C:22]([F:25])[CH:23]=[CH:24][C:19]=1[CH2:18][CH2:17][N:14]1[CH2:15][CH2:16][C:11]([F:27])([S:8]([C:5]2[CH:6]=[CH:7][C:2]([C:33]3[O:34][CH:35]=[CH:36][N:37]=3)=[CH:3][CH:4]=2)(=[O:10])=[O:9])[CH2:12][CH2:13]1, predict the reactants needed to synthesize it. The reactants are: Br[C:2]1[CH:7]=[CH:6][C:5]([S:8]([C:11]2([F:27])[CH2:16][CH2:15][N:14]([CH2:17][CH2:18][C:19]3[CH:24]=[CH:23][C:22]([F:25])=[CH:21][C:20]=3[F:26])[CH2:13][CH2:12]2)(=[O:10])=[O:9])=[CH:4][CH:3]=1.C([Sn](CCCC)(CCCC)[C:33]1[O:34][CH:35]=[CH:36][N:37]=1)CCC. (2) Given the product [CH:1]([C:3]1[N:7]([CH3:14])[C:6]([C:8]([O:10][CH2:11][CH3:12])=[O:9])=[CH:5][C:4]=1[CH3:13])=[O:2], predict the reactants needed to synthesize it. The reactants are: [CH:1]([C:3]1[NH:7][C:6]([C:8]([O:10][CH2:11][CH3:12])=[O:9])=[CH:5][C:4]=1[CH3:13])=[O:2].[CH3:14]N(C=O)C.[H-].[Na+].CI.